Dataset: NCI-60 drug combinations with 297,098 pairs across 59 cell lines. Task: Regression. Given two drug SMILES strings and cell line genomic features, predict the synergy score measuring deviation from expected non-interaction effect. (1) Cell line: DU-145. Drug 1: CC1=C2C(C(=O)C3(C(CC4C(C3C(C(C2(C)C)(CC1OC(=O)C(C(C5=CC=CC=C5)NC(=O)OC(C)(C)C)O)O)OC(=O)C6=CC=CC=C6)(CO4)OC(=O)C)O)C)O. Synergy scores: CSS=5.99, Synergy_ZIP=-1.05, Synergy_Bliss=-2.78, Synergy_Loewe=2.68, Synergy_HSA=-0.827. Drug 2: C(CCl)NC(=O)N(CCCl)N=O. (2) Drug 2: CC1CCCC2(C(O2)CC(NC(=O)CC(C(C(=O)C(C1O)C)(C)C)O)C(=CC3=CSC(=N3)C)C)C. Synergy scores: CSS=27.9, Synergy_ZIP=0.486, Synergy_Bliss=-1.37, Synergy_Loewe=-16.6, Synergy_HSA=-0.897. Cell line: ACHN. Drug 1: CN1C2=C(C=C(C=C2)N(CCCl)CCCl)N=C1CCCC(=O)O.Cl. (3) Drug 1: CN1C(=O)N2C=NC(=C2N=N1)C(=O)N. Drug 2: CN(C(=O)NC(C=O)C(C(C(CO)O)O)O)N=O. Cell line: HT29. Synergy scores: CSS=-0.760, Synergy_ZIP=1.54, Synergy_Bliss=2.47, Synergy_Loewe=0.128, Synergy_HSA=0.103. (4) Drug 1: CC1=C(C(CCC1)(C)C)C=CC(=CC=CC(=CC(=O)O)C)C. Drug 2: C1CCC(C(C1)N)N.C(=O)(C(=O)[O-])[O-].[Pt+4]. Cell line: NCI-H226. Synergy scores: CSS=20.6, Synergy_ZIP=-4.41, Synergy_Bliss=4.07, Synergy_Loewe=-0.773, Synergy_HSA=4.31. (5) Drug 1: CC1OCC2C(O1)C(C(C(O2)OC3C4COC(=O)C4C(C5=CC6=C(C=C35)OCO6)C7=CC(=C(C(=C7)OC)O)OC)O)O. Drug 2: C(CCl)NC(=O)N(CCCl)N=O. Cell line: M14. Synergy scores: CSS=20.8, Synergy_ZIP=-5.64, Synergy_Bliss=1.67, Synergy_Loewe=-7.36, Synergy_HSA=0.478. (6) Drug 1: CCC1(CC2CC(C3=C(CCN(C2)C1)C4=CC=CC=C4N3)(C5=C(C=C6C(=C5)C78CCN9C7C(C=CC9)(C(C(C8N6C=O)(C(=O)OC)O)OC(=O)C)CC)OC)C(=O)OC)O.OS(=O)(=O)O. Drug 2: CC1=C2C(C(=O)C3(C(CC4C(C3C(C(C2(C)C)(CC1OC(=O)C(C(C5=CC=CC=C5)NC(=O)OC(C)(C)C)O)O)OC(=O)C6=CC=CC=C6)(CO4)OC(=O)C)O)C)O. Cell line: CAKI-1. Synergy scores: CSS=16.5, Synergy_ZIP=0.358, Synergy_Bliss=0.547, Synergy_Loewe=-8.85, Synergy_HSA=-1.41. (7) Drug 1: CC12CCC3C(C1CCC2=O)CC(=C)C4=CC(=O)C=CC34C. Drug 2: C1=NC2=C(N1)C(=S)N=C(N2)N. Cell line: KM12. Synergy scores: CSS=76.9, Synergy_ZIP=-1.27, Synergy_Bliss=-0.281, Synergy_Loewe=3.88, Synergy_HSA=5.20.